From a dataset of Full USPTO retrosynthesis dataset with 1.9M reactions from patents (1976-2016). Predict the reactants needed to synthesize the given product. (1) The reactants are: [CH:1]1([CH2:7][OH:8])[CH2:6][CH2:5][CH:4]=[CH:3][CH2:2]1.CCN(CC)CC.Cl[S:17]([N:20]=C=O)(=[O:19])=[O:18].C(O)=O. Given the product [S:17](=[O:19])(=[O:18])([O:8][CH2:7][CH:1]1[CH2:6][CH2:5][CH:4]=[CH:3][CH2:2]1)[NH2:20], predict the reactants needed to synthesize it. (2) Given the product [Cl:7][C:8]1[CH:9]=[C:10]([C:11]2[N:13]=[C:19]([OH:20])[CH:18]=[C:17]([OH:24])[N:12]=2)[CH:14]=[CH:15][CH:16]=1, predict the reactants needed to synthesize it. The reactants are: C[O-].[Na+].CO.Cl.[Cl:7][C:8]1[CH:9]=[C:10]([CH:14]=[CH:15][CH:16]=1)[C:11]([NH2:13])=[NH:12].[C:17](OCC)(=[O:24])[CH2:18][C:19](OCC)=[O:20].